This data is from Full USPTO retrosynthesis dataset with 1.9M reactions from patents (1976-2016). The task is: Predict the reactants needed to synthesize the given product. (1) Given the product [OH:8][N:9]1[C:14]2[N:15]=[CH:16][N:17]=[C:18]([CH3:19])[C:13]=2[C:12]([NH:20][CH2:21][C:22]2[CH:23]=[CH:24][C:25]([O:28][C:29]([F:32])([F:31])[F:30])=[CH:26][CH:27]=2)=[CH:11][C:10]1=[O:33], predict the reactants needed to synthesize it. The reactants are: C([O:8][N:9]1[C:14]2[N:15]=[CH:16][N:17]=[C:18]([CH3:19])[C:13]=2[C:12]([NH:20][CH2:21][C:22]2[CH:27]=[CH:26][C:25]([O:28][C:29]([F:32])([F:31])[F:30])=[CH:24][CH:23]=2)=[CH:11][C:10]1=[O:33])C1C=CC=CC=1.[H][H]. (2) Given the product [N:10]1([C:2]2[CH:9]=[CH:8][C:5]([CH:6]=[O:7])=[CH:4][CH:3]=2)[CH:14]=[CH:13][N:12]=[N:11]1, predict the reactants needed to synthesize it. The reactants are: F[C:2]1[CH:9]=[CH:8][C:5]([CH:6]=[O:7])=[CH:4][CH:3]=1.[NH:10]1[CH:14]=[CH:13][N:12]=[N:11]1.C([O-])([O-])=O.[K+].[K+]. (3) Given the product [CH2:26]([O:33][N:34]=[C:20]([CH:21]([CH3:23])[CH3:22])[CH2:19][CH2:18][C:15]1[CH:16]=[CH:17][C:12]([O:11][C:8]2[CH:9]=[N:10][C:5]([O:4][CH:1]([CH3:3])[CH3:2])=[CH:6][CH:7]=2)=[CH:13][CH:14]=1)[C:27]1[CH:32]=[CH:31][CH:30]=[CH:29][CH:28]=1, predict the reactants needed to synthesize it. The reactants are: [CH:1]([O:4][C:5]1[N:10]=[CH:9][C:8]([O:11][C:12]2[CH:17]=[CH:16][C:15]([CH2:18][CH2:19][C:20](=O)[CH:21]([CH3:23])[CH3:22])=[CH:14][CH:13]=2)=[CH:7][CH:6]=1)([CH3:3])[CH3:2].Cl.[CH2:26]([O:33][NH2:34])[C:27]1[CH:32]=[CH:31][CH:30]=[CH:29][CH:28]=1.N1C=CC=CC=1. (4) Given the product [CH3:17][O:15][C:14]([CH:10]1[O:11][CH2:12][CH2:13][N:8]([C:6]([O:5][C:1]([CH3:4])([CH3:2])[CH3:3])=[O:7])[CH2:9]1)=[O:16], predict the reactants needed to synthesize it. The reactants are: [C:1]([O:5][C:6]([N:8]1[CH2:13][CH2:12][O:11][CH:10]([C:14]([OH:16])=[O:15])[CH2:9]1)=[O:7])([CH3:4])([CH3:3])[CH3:2].[C:17](=O)([O-])[O-].[K+].[K+].IC.